This data is from Reaction yield outcomes from USPTO patents with 853,638 reactions. The task is: Predict the reaction yield, written as a fraction of the theoretical maximum amount of product (1.0 means a 100% yield; for example, 0.34 means a 34% yield). The reactants are [OH:1][C@H:2]([C:5]1[C:6]([F:16])=[C:7]([CH:13]=[CH:14][CH:15]=1)[C:8]([O:10][CH2:11][CH3:12])=[O:9])[CH2:3][OH:4].O.[C:18]1(C)[CH:23]=CC(S(O)(=O)=O)=C[CH:19]=1.C(=O)(O)[O-].[Na+]. The catalyst is COC(OC)(C)C. The product is [CH3:19][C:18]1([CH3:23])[O:1][C@H:2]([C:5]2[C:6]([F:16])=[C:7]([CH:13]=[CH:14][CH:15]=2)[C:8]([O:10][CH2:11][CH3:12])=[O:9])[CH2:3][O:4]1. The yield is 0.810.